This data is from Catalyst prediction with 721,799 reactions and 888 catalyst types from USPTO. The task is: Predict which catalyst facilitates the given reaction. (1) Reactant: Cl[C:2]1[N:7]2[N:8]=[C:9]([CH3:20])[C:10]([C:11]3[C:16]([CH3:17])=[CH:15][C:14]([Cl:18])=[CH:13][C:12]=3[CH3:19])=[C:6]2[N:5]=[C:4]([CH3:21])[CH:3]=1.[CH2:22]([NH2:25])[CH2:23][NH2:24].N.C(Cl)Cl. Product: [NH2:24][CH2:23][CH2:22][NH:25][C:2]1[N:7]2[N:8]=[C:9]([CH3:20])[C:10]([C:11]3[C:16]([CH3:17])=[CH:15][C:14]([Cl:18])=[CH:13][C:12]=3[CH3:19])=[C:6]2[N:5]=[C:4]([CH3:21])[CH:3]=1. The catalyst class is: 881. (2) Reactant: [OH:1][C@@H:2]([C@H:4]1[C:41](=[O:42])[N:6]2[C:7]([C:28]([O:30][CH2:31][C:32]3[CH:37]=[CH:36][C:35]([N+:38]([O-:40])=[O:39])=[CH:34][CH:33]=3)=[O:29])=[C:8]([C:11]3[S:15][C:14]4=[C:16]([C:19]([C:21]5[CH:22]=[N:23][C:24]([CH3:27])=[CH:25][CH:26]=5)=[O:20])[N:17]=[CH:18][N:13]4[CH:12]=3)[C@H:9]([CH3:10])[C@H:5]12)[CH3:3].[F:43][C:44]([F:51])([F:50])[S:45]([O:48]C)(=[O:47])=[O:46]. Product: [F:43][C:44]([F:51])([F:50])[S:45]([O-:48])(=[O:47])=[O:46].[CH3:44][N+:23]1[C:24]([CH3:27])=[CH:25][CH:26]=[C:21]([C:19]([C:16]2[N:17]=[CH:18][N:13]3[CH:12]=[C:11]([C:8]4[C@H:9]([CH3:10])[C@@H:5]5[C@@H:4]([C@H:2]([OH:1])[CH3:3])[C:41](=[O:42])[N:6]5[C:7]=4[C:28]([O:30][CH2:31][C:32]4[CH:37]=[CH:36][C:35]([N+:38]([O-:40])=[O:39])=[CH:34][CH:33]=4)=[O:29])[S:15][C:14]=23)=[O:20])[CH:22]=1. The catalyst class is: 4. (3) Reactant: [Br:1][C:2]1[C:7]([I:8])=[CH:6][CH:5]=[CH:4][C:3]=1[OH:9].[CH3:10]N(C=O)C.C([O-])([O-])=O.[K+].[K+].CI. Product: [Br:1][C:2]1[C:3]([O:9][CH3:10])=[CH:4][CH:5]=[CH:6][C:7]=1[I:8]. The catalyst class is: 6. (4) Reactant: [N:1]([C:4]([C@H:7]1[CH2:12][CH2:11][C@H:10]([NH:13][C:14]2[CH:15]=[CH:16][C:17]3[N:18]([C:20]([C:23]4[CH:28]=[CH:27][CH:26]=[C:25]([Cl:29])[CH:24]=4)=[CH:21][N:22]=3)[N:19]=2)[CH2:9][CH2:8]1)([CH3:6])[CH3:5])=[N+]=[N-]. Product: [NH2:1][C:4]([C@H:7]1[CH2:12][CH2:11][C@H:10]([NH:13][C:14]2[CH:15]=[CH:16][C:17]3[N:18]([C:20]([C:23]4[CH:28]=[CH:27][CH:26]=[C:25]([Cl:29])[CH:24]=4)=[CH:21][N:22]=3)[N:19]=2)[CH2:9][CH2:8]1)([CH3:6])[CH3:5]. The catalyst class is: 687. (5) Product: [NH:11]1[C:7]2=[N:8][CH:9]=[CH:10][C:5]([NH2:4])=[C:6]2[CH:13]=[CH:12]1. The catalyst class is: 63. Reactant: C([NH:4][C:5]1[CH:10]=[CH:9][N:8]=[C:7]2[NH:11][CH:12]=[CH:13][C:6]=12)C=C.CS(O)(=O)=O. (6) Reactant: I[C:2]1[CH:7]=[CH:6][CH:5]=[CH:4][CH:3]=1.[C:8]1([C:14]#[CH:15])[CH:13]=[CH:12][CH:11]=[CH:10][CH:9]=1.C(=O)([O-])[O-].[K+].[K+]. Product: [C:2]1([C:15]#[C:14][C:8]2[CH:13]=[CH:12][CH:11]=[CH:10][CH:9]=2)[CH:7]=[CH:6][CH:5]=[CH:4][CH:3]=1. The catalyst class is: 8. (7) The catalyst class is: 3. Reactant: [NH:1]1[CH:5]=[C:4]([B:6]2[O:14][C:11]([CH3:13])([CH3:12])[C:8]([CH3:10])([CH3:9])[O:7]2)[CH:3]=[N:2]1.[N:15]1[CH:20]=[CH:19][CH:18]=[C:17]([CH2:21]Cl)[CH:16]=1.CN1CCOCC1. Product: [CH3:12][C:11]1([CH3:13])[C:8]([CH3:9])([CH3:10])[O:7][B:6]([C:4]2[CH:3]=[N:2][N:1]([CH2:21][C:17]3[CH:16]=[N:15][CH:20]=[CH:19][CH:18]=3)[CH:5]=2)[O:14]1. (8) Reactant: [CH3:1][O:2][C:3]1[C:4]2[N:5]([N:15]=[CH:16][C:17]=2[CH:18]=O)[CH:6]=[C:7]([C:9]2[CH:10]=[N:11][N:12]([CH3:14])[CH:13]=2)[CH:8]=1.[Cl-].[C:21]([O:25][C:26]([N:28]1[CH2:36][CH2:35][C:31]2([CH2:34][NH2+:33][CH2:32]2)[CH2:30][CH2:29]1)=[O:27])([CH3:24])([CH3:23])[CH3:22].C(N(CC)CC)C.C(O[BH-](OC(=O)C)OC(=O)C)(=O)C.[Na+]. Product: [CH3:1][O:2][C:3]1[C:4]2[N:5]([N:15]=[CH:16][C:17]=2[CH2:18][N:33]2[CH2:34][C:31]3([CH2:30][CH2:29][N:28]([C:26]([O:25][C:21]([CH3:24])([CH3:23])[CH3:22])=[O:27])[CH2:36][CH2:35]3)[CH2:32]2)[CH:6]=[C:7]([C:9]2[CH:10]=[N:11][N:12]([CH3:14])[CH:13]=2)[CH:8]=1. The catalyst class is: 26.